Dataset: Forward reaction prediction with 1.9M reactions from USPTO patents (1976-2016). Task: Predict the product of the given reaction. The product is: [N:22]1([S:10]([NH:13][C:14](=[O:15])[O:8][CH2:1][C:2]2[CH:7]=[CH:6][CH:5]=[CH:4][CH:3]=2)(=[O:12])=[O:11])[CH2:27][CH2:26][O:25][CH2:24][CH2:23]1. Given the reactants [CH2:1]([OH:8])[C:2]1[CH:7]=[CH:6][CH:5]=[CH:4][CH:3]=1.Cl[S:10]([N:13]=[C:14]=[O:15])(=[O:12])=[O:11].N1C=CC=CC=1.[NH:22]1[CH2:27][CH2:26][O:25][CH2:24][CH2:23]1, predict the reaction product.